Regression. Given two drug SMILES strings and cell line genomic features, predict the synergy score measuring deviation from expected non-interaction effect. From a dataset of NCI-60 drug combinations with 297,098 pairs across 59 cell lines. (1) Drug 1: CC(C)NC(=O)C1=CC=C(C=C1)CNNC.Cl. Drug 2: C(CN)CNCCSP(=O)(O)O. Cell line: HT29. Synergy scores: CSS=11.6, Synergy_ZIP=8.51, Synergy_Bliss=12.3, Synergy_Loewe=3.26, Synergy_HSA=3.02. (2) Drug 1: CC1CCC2CC(C(=CC=CC=CC(CC(C(=O)C(C(C(=CC(C(=O)CC(OC(=O)C3CCCCN3C(=O)C(=O)C1(O2)O)C(C)CC4CCC(C(C4)OC)O)C)C)O)OC)C)C)C)OC. Drug 2: C1C(C(OC1N2C=NC(=NC2=O)N)CO)O. Cell line: RXF 393. Synergy scores: CSS=10.4, Synergy_ZIP=-4.36, Synergy_Bliss=-2.44, Synergy_Loewe=-2.49, Synergy_HSA=-0.364. (3) Drug 1: C1=CC(=CC=C1CCC2=CNC3=C2C(=O)NC(=N3)N)C(=O)NC(CCC(=O)O)C(=O)O. Drug 2: CNC(=O)C1=NC=CC(=C1)OC2=CC=C(C=C2)NC(=O)NC3=CC(=C(C=C3)Cl)C(F)(F)F. Cell line: HOP-92. Synergy scores: CSS=20.6, Synergy_ZIP=-6.23, Synergy_Bliss=-0.177, Synergy_Loewe=-2.11, Synergy_HSA=0.111. (4) Drug 1: CC=C1C(=O)NC(C(=O)OC2CC(=O)NC(C(=O)NC(CSSCCC=C2)C(=O)N1)C(C)C)C(C)C. Drug 2: CCCCC(=O)OCC(=O)C1(CC(C2=C(C1)C(=C3C(=C2O)C(=O)C4=C(C3=O)C=CC=C4OC)O)OC5CC(C(C(O5)C)O)NC(=O)C(F)(F)F)O. Cell line: UACC-257. Synergy scores: CSS=68.4, Synergy_ZIP=-3.33, Synergy_Bliss=-2.79, Synergy_Loewe=-0.614, Synergy_HSA=-0.424. (5) Drug 1: C1=NC2=C(N=C(N=C2N1C3C(C(C(O3)CO)O)O)F)N. Drug 2: C1=CC=C(C=C1)NC(=O)CCCCCCC(=O)NO. Cell line: NCI-H226. Synergy scores: CSS=-1.12, Synergy_ZIP=-1.43, Synergy_Bliss=-2.74, Synergy_Loewe=-3.95, Synergy_HSA=-3.03.